Dataset: Reaction yield outcomes from USPTO patents with 853,638 reactions. Task: Predict the reaction yield, written as a fraction of the theoretical maximum amount of product (1.0 means a 100% yield; for example, 0.34 means a 34% yield). (1) The reactants are [NH2:1][C:2]1[N:10]=[C:9]([S:11][CH3:12])[C:8]([C:13]#[N:14])=[CH:7][C:3]=1C(O)=O.C1CCCCC1. The catalyst is C1(OC2C=CC=CC=2)C=CC=CC=1. The product is [NH2:1][C:2]1[CH:3]=[CH:7][C:8]([C:13]#[N:14])=[C:9]([S:11][CH3:12])[N:10]=1. The yield is 0.550. (2) The reactants are [F:1][C:2]1[CH:3]=[C:4]([CH:30]=[C:31]([F:33])[CH:32]=1)[CH2:5][C@H:6]([NH:22][C:23](=O)[O:24]C(C)(C)C)[C@H:7]([OH:21])[CH2:8][NH:9][CH:10]1[C:19]2[C:14](=[CH:15][CH:16]=[C:17]([I:20])[CH:18]=2)[O:13][CH2:12][CH2:11]1.[CH3:34]CN(CC)CC.C(C1NC=CN=1)(=O)C. The catalyst is C(O)(C(F)(F)F)=O.C(Cl)Cl.C(Cl)Cl. The product is [F:1][C:2]1[CH:3]=[C:4]([CH:30]=[C:31]([F:33])[CH:32]=1)[CH2:5][C@H:6]([NH:22][C:23](=[O:24])[CH3:34])[C@H:7]([OH:21])[CH2:8][NH:9][CH:10]1[C:19]2[C:14](=[CH:15][CH:16]=[C:17]([I:20])[CH:18]=2)[O:13][CH2:12][CH2:11]1. The yield is 0.920. (3) The yield is 0.510. The product is [C:10]([C:3]1[C:2](/[CH:15]=[CH:14]/[C:13]([O:17][C:18]([CH3:21])([CH3:20])[CH3:19])=[O:16])=[C:7]([F:8])[C:6]([Cl:9])=[CH:5][CH:4]=1)(=[O:12])[CH3:11]. The catalyst is CN(C=O)C.CC([O-])=O.CC([O-])=O.[Pd+2]. The reactants are Br[C:2]1[C:7]([F:8])=[C:6]([Cl:9])[CH:5]=[CH:4][C:3]=1[C:10](=[O:12])[CH3:11].[C:13]([O:17][C:18]([CH3:21])([CH3:20])[CH3:19])(=[O:16])[CH:14]=[CH2:15]. (4) The reactants are C1(OC2C=CC=CC=2)C=CC=CC=1.C(O[C:17](=[O:33])[C:18](=[CH:24][NH:25][C:26]1[CH:31]=[CH:30][CH:29]=[C:28]([CH3:32])[N:27]=1)[C:19]([O:21][CH2:22][CH3:23])=[O:20])C. The catalyst is CCCCCC. The product is [CH2:22]([O:21][C:19]([C:18]1[C:17](=[O:33])[C:31]2[C:26](=[N:27][C:28]([CH3:32])=[CH:29][CH:30]=2)[NH:25][CH:24]=1)=[O:20])[CH3:23]. The yield is 0.710. (5) The reactants are [OH:1][C@@H:2]1[CH2:19][N:5]2[C:6](=[O:18])[CH2:7][CH2:8][N:9]([C:11]([O:13][C:14]([CH3:17])([CH3:16])[CH3:15])=[O:12])[CH2:10][C@@H:4]2[CH2:3]1.Br[C:21]1[CH:26]=[N:25][C:24]([CH:27]2[CH2:29][CH2:28]2)=[CH:23][N:22]=1.CC(C)([O-])C.[K+]. The catalyst is O1CCCC1.ClCCl. The product is [CH:27]1([C:24]2[N:25]=[CH:26][C:21]([O:1][C@@H:2]3[CH2:19][N:5]4[C:6](=[O:18])[CH2:7][CH2:8][N:9]([C:11]([O:13][C:14]([CH3:15])([CH3:16])[CH3:17])=[O:12])[CH2:10][C@@H:4]4[CH2:3]3)=[N:22][CH:23]=2)[CH2:29][CH2:28]1. The yield is 0.656. (6) The reactants are C[O:2][C:3](=O)[C:4]([CH3:16])([CH3:15])[C@@H:5]([NH:7][C:8]([O:10][C:11]([CH3:14])([CH3:13])[CH3:12])=[O:9])[CH3:6].[H-].[Al+3].[Li+].[H-].[H-].[H-].O.[OH-].[Na+]. The catalyst is C1COCC1. The product is [C:11]([O:10][C:8](=[O:9])[NH:7][C@@H:5]([CH3:6])[C:4]([CH3:16])([CH3:15])[CH2:3][OH:2])([CH3:14])([CH3:12])[CH3:13]. The yield is 0.880. (7) The reactants are [C:1]([O:5][C:6]([NH:8][C@:9]1([C:15]([OH:17])=O)[CH2:11][C@H:10]1[CH:12]([F:14])[F:13])=[O:7])([CH3:4])([CH3:3])[CH3:2].[CH2:18]([C:25]1([S:28]([NH2:31])(=[O:30])=[O:29])[CH2:27][CH2:26]1)[CH2:19][CH2:20][CH2:21][CH2:22][CH:23]=[CH2:24].C1CCN2C(=NCCC2)CC1. The catalyst is O1CCCC1.CCOC(C)=O. The product is [F:14][CH:12]([F:13])[C@@H:10]1[CH2:11][C@:9]1([NH:8][C:6](=[O:7])[O:5][C:1]([CH3:2])([CH3:3])[CH3:4])[C:15](=[O:17])[NH:31][S:28]([C:25]1([CH2:18][CH2:19][CH2:20][CH2:21][CH2:22][CH:23]=[CH2:24])[CH2:27][CH2:26]1)(=[O:29])=[O:30]. The yield is 0.251. (8) The yield is 0.880. The catalyst is C1COCC1.Cl. The product is [ClH:1].[Cl:1][C:2]1[CH:3]=[C:4]([C:12]2[S:16][C:15]([N:17]3[C:34]([CH3:35])=[C:20]4[CH2:21][N:22]([CH2:25][CH2:26][C:27]([OH:29])=[O:28])[CH2:23][CH2:24][C:19]4=[N:18]3)=[N:14][N:13]=2)[CH:5]=[CH:6][C:7]=1[O:8][CH:9]([CH3:10])[CH3:11]. The reactants are [Cl:1][C:2]1[CH:3]=[C:4]([C:12]2[S:16][C:15]([N:17]3[C:34]([CH3:35])=[C:20]4[CH2:21][N:22]([CH2:25][CH2:26][C:27]([O:29]C(C)(C)C)=[O:28])[CH2:23][CH2:24][C:19]4=[N:18]3)=[N:14][N:13]=2)[CH:5]=[CH:6][C:7]=1[O:8][CH:9]([CH3:11])[CH3:10].